This data is from Forward reaction prediction with 1.9M reactions from USPTO patents (1976-2016). The task is: Predict the product of the given reaction. (1) Given the reactants [CH2:1]([O:3][C:4]([C:6]1[N:7]=[N:8][N:9](CC2C=CC(OC)=CC=2)[C:10]=1[CH2:11][CH3:12])=[O:5])[CH3:2].C(OC(C1N(CC2C=CC(OC)=CC=2)N=NC=1CC)=O)C, predict the reaction product. The product is: [CH2:1]([O:3][C:4]([C:6]1[C:10]([CH2:11][CH3:12])=[N:9][NH:8][N:7]=1)=[O:5])[CH3:2]. (2) Given the reactants [CH:1]([C:4]1[CH:9]=[CH:8][C:7]([S:10]([NH:13][C:14]2[CH:22]=[CH:21][CH:20]=[C:19]3[C:15]=2[CH2:16][CH:17]([CH2:23][NH:24]C(=O)CC)[CH2:18]3)(=[O:12])=[O:11])=[CH:6][CH:5]=1)([CH3:3])[CH3:2], predict the reaction product. The product is: [CH:1]([C:4]1[CH:5]=[CH:6][C:7]([S:10]([NH:13][C:14]2[CH:22]=[CH:21][CH:20]=[C:19]3[C:15]=2[CH2:16][CH:17]([CH2:23][NH2:24])[CH2:18]3)(=[O:12])=[O:11])=[CH:8][CH:9]=1)([CH3:3])[CH3:2]. (3) Given the reactants [C:1]([N:4]1[C:12]2[C:7](=[CH:8][C:9]([O:21][CH3:22])=[C:10]([N:13]3[CH2:18][C@H:17]([CH3:19])[NH:16][C@H:15]([CH3:20])[CH2:14]3)[CH:11]=2)[CH2:6][CH2:5]1)(=[O:3])[CH3:2].C=O.[BH3-][C:26]#N.[Na+], predict the reaction product. The product is: [C:1]([N:4]1[C:12]2[C:7](=[CH:8][C:9]([O:21][CH3:22])=[C:10]([N:13]3[CH2:18][C@H:17]([CH3:19])[N:16]([CH3:26])[C@H:15]([CH3:20])[CH2:14]3)[CH:11]=2)[CH2:6][CH2:5]1)(=[O:3])[CH3:2]. (4) Given the reactants [CH3:1][C:2]1([O:15][CH2:16][CH2:17][CH2:18][CH2:19][C:20](=[O:22])[CH3:21])[CH2:7][CH2:6][N:5]([C:8]([O:10][C:11]([CH3:14])([CH3:13])[CH3:12])=[O:9])[CH2:4][CH2:3]1.CB1N2CCC[C@H]2C(C2C=CC=CC=2)(C2C=CC=CC=2)O1, predict the reaction product. The product is: [OH:22][C@H:20]([CH3:21])[CH2:19][CH2:18][CH2:17][CH2:16][O:15][C:2]1([CH3:1])[CH2:7][CH2:6][N:5]([C:8]([O:10][C:11]([CH3:14])([CH3:13])[CH3:12])=[O:9])[CH2:4][CH2:3]1. (5) Given the reactants [Cl:1][C:2]1[C:3](=[O:15])[N:4]([C:9]2[CH:14]=[CH:13][CH:12]=[CH:11][N:10]=2)[N:5]=[CH:6][C:7]=1Cl.Cl.[CH:17]1([N:21]2[CH2:27][CH2:26][C:25]3[CH:28]=[C:29]([OH:32])[CH:30]=[CH:31][C:24]=3[CH2:23][CH2:22]2)[CH2:20][CH2:19][CH2:18]1.C(=O)([O-])[O-].[K+].[K+], predict the reaction product. The product is: [Cl:1][C:2]1[C:3](=[O:15])[N:4]([C:9]2[CH:14]=[CH:13][CH:12]=[CH:11][N:10]=2)[N:5]=[CH:6][C:7]=1[O:32][C:29]1[CH:30]=[CH:31][C:24]2[CH2:23][CH2:22][N:21]([CH:17]3[CH2:18][CH2:19][CH2:20]3)[CH2:27][CH2:26][C:25]=2[CH:28]=1. (6) Given the reactants [CH2:1]1[C:5]2([CH2:10][CH2:9][CH2:8][N:7]([C:11](OC(C)(C)C)=O)[CH2:6]2)[CH2:4][CH2:3][NH:2]1.CCN(CC)CC.[CH3:25][C:26](OC(C)=O)=[O:27].C(OC(=O)[NH:38][C:39]1[CH:44]=[CH:43][C:42]([C:45]2[S:46][CH:47]=[CH:48][CH:49]=2)=[CH:41][C:40]=1[NH:50][C:51]([C:53]1[CH:54]=[N:55]C(Cl)=[CH:57][CH:58]=1)=[O:52])(C)(C)C, predict the reaction product. The product is: [C:26]([N:2]1[CH2:3][CH2:4][C:5]2([CH2:10][CH2:9][CH2:8][N:7]([C:11]3[CH:57]=[CH:58][C:53]([C:51]([NH:50][C:40]4[CH:41]=[C:42]([C:45]5[S:46][CH:47]=[CH:48][CH:49]=5)[CH:43]=[CH:44][C:39]=4[NH2:38])=[O:52])=[CH:54][N:55]=3)[CH2:6]2)[CH2:1]1)(=[O:27])[CH3:25]. (7) Given the reactants [OH:1][C:2]1[CH:11]=[C:10]([C:12]([CH3:17])([CH3:16])[C:13]([OH:15])=[O:14])[CH:9]=[C:8]2[C:3]=1[C@@H:4]1[CH2:23][C:22](=[O:24])[CH2:21][CH2:20][C@H:5]1[C:6]([CH3:19])([CH3:18])[O:7]2.[BH4-].[Na+], predict the reaction product. The product is: [OH:1][C:2]1[CH:11]=[C:10]([C:12]([CH3:16])([CH3:17])[C:13]([OH:15])=[O:14])[CH:9]=[C:8]2[C:3]=1[C@@H:4]1[CH2:23][C@H:22]([OH:24])[CH2:21][CH2:20][C@H:5]1[C:6]([CH3:19])([CH3:18])[O:7]2.